From a dataset of Full USPTO retrosynthesis dataset with 1.9M reactions from patents (1976-2016). Predict the reactants needed to synthesize the given product. (1) Given the product [C:14]([O:18][C:19]([N:21]1[CH2:26][CH2:25][CH:24]([NH:3][N:2]([C:4](=[O:13])[CH2:5][C:6]2[CH:11]=[CH:10][C:9]([F:12])=[CH:8][CH:7]=2)[CH3:1])[CH2:23][CH2:22]1)=[O:20])([CH3:17])([CH3:15])[CH3:16], predict the reactants needed to synthesize it. The reactants are: [CH3:1][N:2]([C:4](=[O:13])[CH2:5][C:6]1[CH:11]=[CH:10][C:9]([F:12])=[CH:8][CH:7]=1)[NH2:3].[C:14]([O:18][C:19]([N:21]1[CH2:26][CH2:25][C:24](=O)[CH2:23][CH2:22]1)=[O:20])([CH3:17])([CH3:16])[CH3:15].[BH3-]C#N.[Na+].Cl.C(=O)(O)[O-].[Na+]. (2) The reactants are: [C:1]1([C:7]2[N:8]=[C:9]([C:12]3[C:16]([C:17](O)=[O:18])=[CH:15][N:14]([CH2:20][O:21][CH2:22][CH2:23][Si:24]([CH3:27])([CH3:26])[CH3:25])[N:13]=3)[S:10][CH:11]=2)[CH:6]=[CH:5][CH:4]=[CH:3][CH:2]=1.CN(C(ON1N=[N:43][C:38]2[CH:39]=CC=N[C:37]1=2)=[N+](C)C)C.F[P-](F)(F)(F)(F)F.CCN(C(C)C)C(C)C.CC(N)C. Given the product [CH:38]([NH:43][C:17]([C:16]1[C:12]([C:9]2[S:10][CH:11]=[C:7]([C:1]3[CH:6]=[CH:5][CH:4]=[CH:3][CH:2]=3)[N:8]=2)=[N:13][N:14]([CH2:20][O:21][CH2:22][CH2:23][Si:24]([CH3:25])([CH3:27])[CH3:26])[CH:15]=1)=[O:18])([CH3:39])[CH3:37], predict the reactants needed to synthesize it. (3) Given the product [I-:21].[CH3:18][N+:9]1[C:10]2[C:5](=[C:4]([N+:1]([O-:3])=[O:2])[CH:13]=[CH:12][CH:11]=2)[CH:6]=[CH:7][CH:8]=1, predict the reactants needed to synthesize it. The reactants are: [N+:1]([C:4]1[CH:13]=[CH:12][CH:11]=[C:10]2[C:5]=1[CH:6]=[CH:7][CH:8]=[N:9]2)([O-:3])=[O:2].S(OC)(O[CH3:18])(=O)=O.[I-:21].[K+]. (4) Given the product [F:17][C:18]1[CH:23]=[CH:22][C:21]([C:5]([C:6]2[CH:14]=[CH:13][CH:12]=[C:8]([C:9](=[O:10])[C:21]3[CH:22]=[CH:23][C:18]([F:17])=[CH:19][CH:20]=3)[CH:7]=2)=[O:15])=[CH:20][CH:19]=1, predict the reactants needed to synthesize it. The reactants are: [Cl-].[Cl-].[Cl-].[Al+3].[C:5](Cl)(=[O:15])[C:6]1[CH:14]=[CH:13][CH:12]=[C:8]([C:9](Cl)=[O:10])[CH:7]=1.[F:17][C:18]1[CH:23]=[CH:22][CH:21]=[CH:20][CH:19]=1.[OH-].[Na+]. (5) The reactants are: Cl[C:2]1[N:7]=[C:6]([NH:8][C:9]2[CH:14]=[CH:13][CH:12]=[C:11]([CH:15]([CH3:17])[CH3:16])[CH:10]=2)[C:5]([F:18])=[CH:4][N:3]=1.[CH3:19][O:20][C:21]([C:23]1[O:24][C:25]2[CH:31]=[CH:30][C:29]([NH2:32])=[CH:28][C:26]=2[CH:27]=1)=[O:22]. Given the product [F:18][C:5]1[C:6]([NH:8][C:9]2[CH:14]=[CH:13][CH:12]=[C:11]([CH:15]([CH3:17])[CH3:16])[CH:10]=2)=[N:7][C:2]([NH:32][C:29]2[CH:30]=[CH:31][C:25]3[O:24][C:23]([C:21]([O:20][CH3:19])=[O:22])=[CH:27][C:26]=3[CH:28]=2)=[N:3][CH:4]=1, predict the reactants needed to synthesize it.